This data is from Rat liver microsome stability data. The task is: Regression/Classification. Given a drug SMILES string, predict its absorption, distribution, metabolism, or excretion properties. Task type varies by dataset: regression for continuous measurements (e.g., permeability, clearance, half-life) or binary classification for categorical outcomes (e.g., BBB penetration, CYP inhibition). Dataset: rlm. (1) The molecule is CCOc1ccc(NC(=O)c2ccc(F)c(S(=O)(=O)N(CC)Cc3ccccc3)c2)cc1. The result is 1 (stable in rat liver microsomes). (2) The result is 0 (unstable in rat liver microsomes). The drug is Cc1ncc2c(c1CNC(=O)Cn1cnc3ccccc3c1=O)CCNC2. (3) The molecule is Nc1nc2c(s1)C(c1cc(Cl)ccc1F)CC(=O)N2. The result is 0 (unstable in rat liver microsomes). (4) The drug is CC(C)N1CCN(C(=O)c2ccc(CN3CCCCC3)nc2)CC1. The result is 0 (unstable in rat liver microsomes).